Dataset: Full USPTO retrosynthesis dataset with 1.9M reactions from patents (1976-2016). Task: Predict the reactants needed to synthesize the given product. (1) Given the product [CH:6]([C@H:8]1[CH2:13][CH2:12][C@H:11]([C@H:14]2[CH2:19][CH2:18][C@H:17]([CH2:20][OH:21])[CH2:16][CH2:15]2)[CH2:10][CH2:9]1)=[CH2:7], predict the reactants needed to synthesize it. The reactants are: C1COCC1.[CH:6]([CH:8]1[CH2:13][CH2:12][CH:11]([CH:14]2[CH2:19][CH2:18][CH:17]([CH:20]=[O:21])[CH2:16][CH2:15]2)[CH2:10][CH2:9]1)=[CH2:7].[BH4-].[Na+].[Cl-].[NH4+]. (2) Given the product [CH2:1]([O:3][CH2:4][C:5]1[N:6]([CH2:18][CH2:19][O:20][CH2:21][CH2:22][NH:23][C:24](=[O:30])[O:25][C:26]([CH3:29])([CH3:28])[CH3:27])[C:7]2[C:16]3[CH:15]=[CH:14][CH:13]=[CH:12][C:11]=3[N+:10]([O-:36])=[CH:9][C:8]=2[N:17]=1)[CH3:2], predict the reactants needed to synthesize it. The reactants are: [CH2:1]([O:3][CH2:4][C:5]1[N:6]([CH2:18][CH2:19][O:20][CH2:21][CH2:22][NH:23][C:24](=[O:30])[O:25][C:26]([CH3:29])([CH3:28])[CH3:27])[C:7]2[C:16]3[CH:15]=[CH:14][CH:13]=[CH:12][C:11]=3[N:10]=[CH:9][C:8]=2[N:17]=1)[CH3:2].ClC1C=C(C=CC=1)C(OO)=[O:36].O. (3) The reactants are: C[O:2][C:3](=[O:45])[C:4]1[CH:9]=[CH:8][CH:7]=[CH:6][C:5]=1[O:10][C:11]1[CH:16]=[CH:15][CH:14]=[C:13]([O:17][CH2:18][CH2:19][CH2:20][O:21][C:22]2[CH:27]=[C:26]([O:28]CC3C=CC=CC=3)C(C(=O)CO)=CC=2CC)[C:12]=1[CH2:42][CH2:43][CH3:44].S(OS(C(F)(F)F)(=O)=O)(C(F)(F)F)(=O)=O.[N:61]1[C:66]([CH3:67])=[CH:65][CH:64]=[CH:63][C:62]=1[CH3:68].C[CH2:70][O:71]CC. Given the product [CH2:62]([C:63]1[CH:64]=[C:65]([C:66]2[N:61]=[CH:70][O:71][CH:67]=2)[C:26]([OH:28])=[CH:27][C:22]=1[O:21][CH2:20][CH2:19][CH2:18][O:17][C:13]1[C:12]([CH2:42][CH2:43][CH3:44])=[C:11]([CH:16]=[CH:15][CH:14]=1)[O:10][C:5]1[CH:6]=[CH:7][CH:8]=[CH:9][C:4]=1[C:3]([OH:45])=[O:2])[CH3:68], predict the reactants needed to synthesize it.